The task is: Predict the product of the given reaction.. This data is from Forward reaction prediction with 1.9M reactions from USPTO patents (1976-2016). (1) Given the reactants [F:1][C:2]1[CH:3]=[C:4]([CH:6]=[CH:7][C:8]=1[C:9]([F:12])([F:11])[F:10])[NH2:5].C1C(=O)N([Br:20])C(=O)C1, predict the reaction product. The product is: [Br:20][C:6]1[CH:7]=[C:8]([C:9]([F:10])([F:11])[F:12])[C:2]([F:1])=[CH:3][C:4]=1[NH2:5]. (2) Given the reactants C(O[C:5]([C:7]1[N:8]([N:13]([C:19](=[O:26])[CH2:20][C:21]([O:23][CH2:24][CH3:25])=[O:22])[CH2:14][CH2:15][CH:16]([CH3:18])[CH3:17])[CH:9]=[C:10]([F:12])[CH:11]=1)=[O:6])C=C.[O-]CC.[Na+].CO, predict the reaction product. The product is: [CH2:24]([O:23][C:21]([C:20]1[C:19](=[O:26])[N:13]([CH2:14][CH2:15][CH:16]([CH3:17])[CH3:18])[N:8]2[CH:9]=[C:10]([F:12])[CH:11]=[C:7]2[C:5]=1[OH:6])=[O:22])[CH3:25].